Task: Predict the reaction yield, written as a fraction of the theoretical maximum amount of product (1.0 means a 100% yield; for example, 0.34 means a 34% yield).. Dataset: Reaction yield outcomes from USPTO patents with 853,638 reactions The reactants are [Cl:1][C:2]1[C:11]2[C:6](=[CH:7][CH:8]=[C:9]([Br:12])[CH:10]=2)[N:5]=[CH:4][N:3]=1.[CH2:13]([O:20][C:21]1[CH:27]=[CH:26][C:24]([NH2:25])=[CH:23][CH:22]=1)[C:14]1[CH:19]=[CH:18][CH:17]=[CH:16][CH:15]=1. The catalyst is CC(O)C. The product is [ClH:1].[CH2:13]([O:20][C:21]1[CH:22]=[CH:23][C:24]([NH:25][C:2]2[C:11]3[C:6](=[CH:7][CH:8]=[C:9]([Br:12])[CH:10]=3)[N:5]=[CH:4][N:3]=2)=[CH:26][CH:27]=1)[C:14]1[CH:15]=[CH:16][CH:17]=[CH:18][CH:19]=1. The yield is 0.880.